This data is from Catalyst prediction with 721,799 reactions and 888 catalyst types from USPTO. The task is: Predict which catalyst facilitates the given reaction. (1) Reactant: N#N.[N:3]([CH2:6][C:7]1[N:12]=[N:11][CH:10]=[N:9][C:8]=1[O:13][CH3:14])=[N+]=[N-]. Product: [CH3:14][O:13][C:8]1[N:9]=[CH:10][N:11]=[N:12][C:7]=1[CH2:6][NH2:3]. The catalyst class is: 43. (2) Reactant: [F:1][C:2]([F:19])([F:18])[C:3]1[CH:8]=[CH:7][C:6]([C:9]([F:12])([F:11])[F:10])=[CH:5][C:4]=1[CH:13]=[CH:14][C:15](O)=[O:16].[CH3:20][C:21]1[N:25]([CH3:26])[C:24]([C:27]2[CH:28]=[C:29]([CH:31]=[CH:32][CH:33]=2)[NH2:30])=[CH:23][N:22]=1. Product: [F:18][C:2]([F:1])([F:19])[C:3]1[CH:8]=[CH:7][C:6]([C:9]([F:12])([F:10])[F:11])=[CH:5][C:4]=1/[CH:13]=[CH:14]/[C:15]([NH:30][C:29]1[CH:31]=[CH:32][CH:33]=[C:27]([C:24]2[N:25]([CH3:26])[C:21]([CH3:20])=[N:22][CH:23]=2)[CH:28]=1)=[O:16]. The catalyst class is: 675. (3) Reactant: Cl[CH2:2][C:3]([NH:5][CH2:6][CH2:7][S:8][CH2:9][C:10]1[CH:15]=[CH:14][C:13]([O:16][CH3:17])=[CH:12][CH:11]=1)=[O:4]. Product: [CH3:17][O:16][C:13]1[CH:14]=[CH:15][C:10]([CH2:9][S:8][CH2:7][CH2:6][NH:5][C:3](=[O:4])[CH2:2][NH:5][CH2:6][CH2:7][S:8][CH2:9][C:10]2[CH:15]=[CH:14][C:13]([O:16][CH3:17])=[CH:12][CH:11]=2)=[CH:11][CH:12]=1. The catalyst class is: 10. (4) Product: [OH:8][C:9]1[CH:10]=[N:11][C:12]2[C:17]([C:18]=1[CH2:19][CH2:20][C:21]13[CH2:26][CH2:25][C:24]([NH:29][C:30](=[O:36])[O:31][C:32]([CH3:35])([CH3:33])[CH3:34])([CH2:27][CH2:28]1)[CH2:23][O:22]3)=[N:16][C:15]([O:37][CH3:38])=[CH:14][CH:13]=2. Reactant: C([O:8][C:9]1[CH:10]=[N:11][C:12]2[C:17]([C:18]=1[CH2:19][CH2:20][C:21]13[CH2:28][CH2:27][C:24]([NH:29][C:30](=[O:36])[O:31][C:32]([CH3:35])([CH3:34])[CH3:33])([CH2:25][CH2:26]1)[CH2:23][O:22]3)=[N:16][C:15]([O:37][CH3:38])=[CH:14][CH:13]=2)C1C=CC=CC=1. The catalyst class is: 19. (5) Reactant: [NH:1]([C:3]1[N:8]=[CH:7][CH:6]=[CH:5][N:4]=1)[NH2:2].C(N(CC)CC)C.C[O:17][C:18](=O)[N:19]=[C:20](SC)[C:21]([C:35]1[CH:40]=[C:39]([O:41][CH3:42])[CH:38]=[C:37]([O:43][CH2:44][CH2:45][F:46])[C:36]=1[F:47])=[N:22][C:23]1[CH:28]=[CH:27][C:26]([C:29]2[N:33]=[C:32]([CH3:34])[O:31][N:30]=2)=[CH:25][CH:24]=1. Product: [F:47][C:36]1[C:37]([O:43][CH2:44][CH2:45][F:46])=[CH:38][C:39]([O:41][CH3:42])=[CH:40][C:35]=1[CH:21]([NH:22][C:23]1[CH:28]=[CH:27][C:26]([C:29]2[N:33]=[C:32]([CH3:34])[O:31][N:30]=2)=[CH:25][CH:24]=1)[C:20]1[NH:19][C:18](=[O:17])[N:1]([C:3]2[N:8]=[CH:7][CH:6]=[CH:5][N:4]=2)[N:2]=1. The catalyst class is: 3.